This data is from Reaction yield outcomes from USPTO patents with 853,638 reactions. The task is: Predict the reaction yield, written as a fraction of the theoretical maximum amount of product (1.0 means a 100% yield; for example, 0.34 means a 34% yield). (1) The reactants are [F:1][C:2]1[CH:7]=[CH:6][C:5]([N:8]2[C:16]3[CH2:15][CH2:14][CH2:13][N:12]([C:17](=[O:33])[CH:18]([N:23]4[C:27]([CH3:28])=[CH:26][C:25]([C:29]([F:32])([F:31])[F:30])=[N:24]4)[CH2:19][C:20](O)=[O:21])[C:11]=3[CH:10]=[N:9]2)=[CH:4][CH:3]=1.N.C[N:36](C(ON1N=NC2C=CC=NC1=2)=[N+](C)C)C.F[P-](F)(F)(F)(F)F. The catalyst is CN(C=O)C. The product is [F:1][C:2]1[CH:3]=[CH:4][C:5]([N:8]2[C:16]3[CH2:15][CH2:14][CH2:13][N:12]([C:17](=[O:33])[CH:18]([N:23]4[C:27]([CH3:28])=[CH:26][C:25]([C:29]([F:32])([F:30])[F:31])=[N:24]4)[CH2:19][C:20]([NH2:36])=[O:21])[C:11]=3[CH:10]=[N:9]2)=[CH:6][CH:7]=1. The yield is 0.370. (2) The catalyst is CO. The product is [CH3:11][C:8]1[CH2:7][CH:6]([C:4]([OH:5])=[O:3])[CH2:10][CH:9]=1. The yield is 0.970. The reactants are C([O:3][C:4]([CH:6]1[CH2:10][CH:9]=[C:8]([CH3:11])[CH2:7]1)=[O:5])C.[OH-].[Na+]. (3) The reactants are [Br:1][C:2]1[C:7]([N+:8]([O-])=O)=[CH:6][CH:5]=[CH:4][C:3]=1[O:11][CH3:12].C(O)(=O)C.ClCCl. The catalyst is C(O)C.O.C(=O)([O-])[O-].[Na+].[Na+].[Fe]. The product is [Br:1][C:2]1[C:3]([O:11][CH3:12])=[CH:4][CH:5]=[CH:6][C:7]=1[NH2:8]. The yield is 0.900. (4) The reactants are [CH3:1][O:2][C:3]([CH2:5][CH2:6][N:7]1[C:11](/[CH:12]=[C:13]2\[CH2:14][N:15]([C:20]([C:33]3[CH:38]=[CH:37][CH:36]=[CH:35][CH:34]=3)([C:27]3[CH:32]=[CH:31][CH:30]=[CH:29][CH:28]=3)[C:21]3[CH:26]=[CH:25][CH:24]=[CH:23][CH:22]=3)[CH2:16][CH2:17][CH:18]\2O)=[CH:10][N:9]=[N:8]1)=[O:4].[C:39]([OH:42])(=[S:41])[CH3:40].C(OC(OCC(C)(C)C)N(C)C)C(C)(C)C.[Cl-].[Na+]. The catalyst is C1(C)C=CC=CC=1. The product is [C:39]([S:41][CH:12]([C:11]1[N:7]([CH2:6][CH2:5][C:3]([O:2][CH3:1])=[O:4])[N:8]=[N:9][CH:10]=1)[C:13]1[CH2:14][N:15]([C:20]([C:33]2[CH:34]=[CH:35][CH:36]=[CH:37][CH:38]=2)([C:21]2[CH:22]=[CH:23][CH:24]=[CH:25][CH:26]=2)[C:27]2[CH:32]=[CH:31][CH:30]=[CH:29][CH:28]=2)[CH2:16][CH2:17][CH:18]=1)(=[O:42])[CH3:40]. The yield is 0.550. (5) The reactants are [CH3:1][C:2]1[C:10]2[C:5](=[CH:6][CH:7]=[C:8]([C:11]([O:13]C)=[O:12])[CH:9]=2)[NH:4][N:3]=1.[OH-].[Na+]. The catalyst is CO.O. The product is [CH3:1][C:2]1[C:10]2[C:5](=[CH:6][CH:7]=[C:8]([C:11]([OH:13])=[O:12])[CH:9]=2)[NH:4][N:3]=1. The yield is 0.950.